Task: Predict the product of the given reaction.. Dataset: Forward reaction prediction with 1.9M reactions from USPTO patents (1976-2016) (1) Given the reactants Cl.[CH3:2][N:3]1[C:11]2[C:6](=[CH:7][C:8]([S:12]([C:15]3[CH:20]=[CH:19][CH:18]=[CH:17][CH:16]=3)(=[O:14])=[O:13])=[CH:9][CH:10]=2)[C:5]([CH2:21][CH2:22][NH:23][CH3:24])=[C:4]1[CH3:25].C=O.[C:28]([BH3-])#N.[Na+], predict the reaction product. The product is: [CH3:2][N:3]1[C:11]2[C:6](=[CH:7][C:8]([S:12]([C:15]3[CH:20]=[CH:19][CH:18]=[CH:17][CH:16]=3)(=[O:14])=[O:13])=[CH:9][CH:10]=2)[C:5]([CH2:21][CH2:22][N:23]([CH3:28])[CH3:24])=[C:4]1[CH3:25]. (2) Given the reactants [C:1]1([CH2:10][C:11]#[N:12])[CH:6]=[CH:5][CH:4]=[C:3]([CH2:7][C:8]#[N:9])[CH:2]=1.N[CH:14]([CH2:17][CH3:18])[CH2:15][OH:16], predict the reaction product. The product is: [CH2:17]([CH:14]1[CH2:15][O:16][C:11]([CH2:10][C:1]2[CH:6]=[CH:5][CH:4]=[C:3]([CH2:7][C:8]3[O:16][CH2:15][CH:14]([CH2:17][CH3:18])[N:9]=3)[CH:2]=2)=[N:12]1)[CH3:18]. (3) Given the reactants [CH:1]1([NH:4][C:5](=[O:43])[NH:6][C:7]2[CH:12]=[CH:11][C:10]([C:13]3[N:14]=[C:15]([N:36]4[CH2:41][CH2:40][O:39][CH2:38][C@@H:37]4[CH3:42])[C:16]4[CH2:21][N:20]([CH2:22][CH:23]5[CH2:28][CH2:27][N:26](C(OC(C)(C)C)=O)[CH2:25][CH2:24]5)[CH2:19][C:17]=4[N:18]=3)=[CH:9][CH:8]=2)[CH2:3][CH2:2]1.Cl.CO, predict the reaction product. The product is: [CH:1]1([NH:4][C:5]([NH:6][C:7]2[CH:8]=[CH:9][C:10]([C:13]3[N:14]=[C:15]([N:36]4[CH2:41][CH2:40][O:39][CH2:38][C@@H:37]4[CH3:42])[C:16]4[CH2:21][N:20]([CH2:22][CH:23]5[CH2:28][CH2:27][NH:26][CH2:25][CH2:24]5)[CH2:19][C:17]=4[N:18]=3)=[CH:11][CH:12]=2)=[O:43])[CH2:3][CH2:2]1. (4) Given the reactants [F:1][C:2]([F:7])([F:6])[C:3](O)=[O:4].S(Cl)(Cl)=O.[NH2:12][C:13]1[CH:18]=[CH:17][CH:16]=[CH:15][N:14]=1.C(=O)([O-])[O-].[K+].[K+].[Cl:25][C:26]1[CH:31]=[CH:30][C:29]([CH2:32]Cl)=[CH:28][N:27]=1, predict the reaction product. The product is: [Cl:25][C:26]1[N:27]=[CH:28][C:29]([CH2:32][N:14]2[CH:15]=[CH:16][CH:17]=[CH:18][C:13]2=[N:12][C:3](=[O:4])[C:2]([F:7])([F:6])[F:1])=[CH:30][CH:31]=1. (5) Given the reactants [F:1][C:2]1[CH:11]=[C:10]2[C:5]([CH:6]=[C:7]([C@@H:18]([N:20]3C(=O)C4C(=CC=CC=4)C3=O)[CH3:19])[C:8]([C:12]3[CH:17]=[CH:16][CH:15]=[CH:14][N:13]=3)=[N:9]2)=[CH:4][CH:3]=1.NN, predict the reaction product. The product is: [F:1][C:2]1[CH:11]=[C:10]2[C:5]([CH:6]=[C:7]([C@@H:18]([NH2:20])[CH3:19])[C:8]([C:12]3[CH:17]=[CH:16][CH:15]=[CH:14][N:13]=3)=[N:9]2)=[CH:4][CH:3]=1.